From a dataset of Full USPTO retrosynthesis dataset with 1.9M reactions from patents (1976-2016). Predict the reactants needed to synthesize the given product. (1) Given the product [CH3:26][O:25][C:19]1[CH:18]=[C:17]([C:14]2[CH:28]=[CH:27][C:11]([C:5]3[CH:6]=[CH:7][C:8]([O:9][CH3:10])=[C:3]([O:2][CH3:1])[CH:4]=3)=[CH:12][N:13]=2)[CH:22]=[CH:21][C:20]=1[O:23][CH3:24], predict the reactants needed to synthesize it. The reactants are: [CH3:1][O:2][C:3]1[CH:4]=[C:5]([C:11]2N=N[C:14]([C:17]3[CH:22]=[CH:21][C:20]([O:23][CH3:24])=[C:19]([O:25][CH3:26])[CH:18]=3)=[N:13][CH:12]=2)[CH:6]=[CH:7][C:8]=1[O:9][CH3:10].[CH:27]12CC(C=C1)C=[CH:28]2. (2) Given the product [Cl:19][C:20]1[CH:21]=[C:22]([NH:23][C:2]2[N:7]=[CH:6][N:5]=[C:4]([N:8]([CH3:16])[CH2:9][CH2:10][CH2:11][C:12]([O:14][CH3:15])=[O:13])[C:3]=2[CH:17]=[O:18])[CH:24]=[CH:25][C:26]=1[O:27][CH2:28][C:29]1[CH:34]=[CH:33][CH:32]=[C:31]([F:35])[CH:30]=1, predict the reactants needed to synthesize it. The reactants are: Cl[C:2]1[N:7]=[CH:6][N:5]=[C:4]([N:8]([CH3:16])[CH2:9][CH2:10][CH2:11][C:12]([O:14][CH3:15])=[O:13])[C:3]=1[CH:17]=[O:18].[Cl:19][C:20]1[CH:21]=[C:22]([CH:24]=[CH:25][C:26]=1[O:27][CH2:28][C:29]1[CH:34]=[CH:33][CH:32]=[C:31]([F:35])[CH:30]=1)[NH2:23].C(=O)([O-])[O-].[K+].[K+].